This data is from Catalyst prediction with 721,799 reactions and 888 catalyst types from USPTO. The task is: Predict which catalyst facilitates the given reaction. (1) Reactant: [Cl:1][C:2]1[CH:27]=[C:26]([Cl:28])[CH:25]=[CH:24][C:3]=1[CH2:4][N:5]1[C:9](/[CH:10]=[CH:11]/[C:12]([O:14]CC)=[O:13])=[CH:8][C:7]([O:17][CH:18]2[CH2:23][CH2:22][O:21][CH2:20][CH2:19]2)=[N:6]1.[OH-].[Na+].O1CCCC1. Product: [Cl:1][C:2]1[CH:27]=[C:26]([Cl:28])[CH:25]=[CH:24][C:3]=1[CH2:4][N:5]1[C:9](/[CH:10]=[CH:11]/[C:12]([OH:14])=[O:13])=[CH:8][C:7]([O:17][CH:18]2[CH2:19][CH2:20][O:21][CH2:22][CH2:23]2)=[N:6]1. The catalyst class is: 8. (2) Reactant: N#N.[CH3:3][C:4]1([C:9]2[O:10][CH:11]=[C:12]([CH2:14][OH:15])[N:13]=2)[O:8][CH2:7][CH2:6][O:5]1.CCN(CC)CC.[S:23](Cl)([CH3:26])(=[O:25])=[O:24]. Product: [CH3:26][S:23]([O:15][CH2:14][C:12]1[N:13]=[C:9]([C:4]2([CH3:3])[O:8][CH2:7][CH2:6][O:5]2)[O:10][CH:11]=1)(=[O:25])=[O:24]. The catalyst class is: 64. (3) Reactant: Br.[CH:2]1([O:7][C:8]2[CH:9]=[CH:10][C:11](/[C:16](/[C:35]3[CH:40]=[CH:39][C:38]([C:41]([F:44])([F:43])[F:42])=[CH:37][CH:36]=3)=[CH:17]/[C@@H:18]3[N:22](CC4C=CC(OC)=CC=4OC)[C:21](=[O:34])[CH2:20][CH2:19]3)=[N:12][C:13]=2[O:14]C)[CH2:6][CH2:5][CH2:4][CH2:3]1.O. Product: [CH:2]1([O:7][C:8]2[C:13](=[O:14])[NH:12][C:11](/[C:16](/[C:35]3[CH:40]=[CH:39][C:38]([C:41]([F:44])([F:42])[F:43])=[CH:37][CH:36]=3)=[CH:17]/[C@H:18]3[CH2:19][CH2:20][C:21](=[O:34])[NH:22]3)=[CH:10][CH:9]=2)[CH2:3][CH2:4][CH2:5][CH2:6]1. The catalyst class is: 12. (4) Reactant: [H-].[Na+].[O:3]=[C:4]1[C@H:10]([NH:11][C:12](=[O:18])[O:13][C:14]([CH3:17])([CH3:16])[CH3:15])[CH2:9][CH2:8][CH2:7][CH2:6][NH:5]1.[CH:19]1([CH2:22]Br)[CH2:21][CH2:20]1. Product: [CH:19]1([CH2:22][N:5]2[CH2:6][CH2:7][CH2:8][CH2:9][C@@H:10]([NH:11][C:12](=[O:18])[O:13][C:14]([CH3:15])([CH3:17])[CH3:16])[C:4]2=[O:3])[CH2:21][CH2:20]1. The catalyst class is: 9. (5) Reactant: [Cl:1][C:2]1[N:3]=[C:4](Cl)[C:5]2[S:10][CH:9]=[C:8]([CH3:11])[C:6]=2[N:7]=1.[CH2:13]([NH2:22])[CH2:14][CH2:15][CH2:16][CH2:17][CH2:18][CH2:19][CH2:20][CH3:21]. Product: [Cl:1][C:2]1[N:3]=[C:4]([NH:22][CH2:13][CH2:14][CH2:15][CH2:16][CH2:17][CH2:18][CH2:19][CH2:20][CH3:21])[C:5]2[S:10][CH:9]=[C:8]([CH3:11])[C:6]=2[N:7]=1. The catalyst class is: 3. (6) Reactant: C(OC([N:8]1[CH2:11][C:10]2([CH2:14][CH:13]([NH:15][CH2:16][C:17]3[CH:22]=[CH:21][C:20]([CH3:23])=[C:19]([N+:24]([O-:26])=[O:25])[CH:18]=3)[CH2:12]2)[CH2:9]1)=O)(C)(C)C.Cl. Product: [CH2:9]1[C:10]2([CH2:12][CH:13]([NH:15][CH2:16][C:17]3[CH:22]=[CH:21][C:20]([CH3:23])=[C:19]([N+:24]([O-:26])=[O:25])[CH:18]=3)[CH2:14]2)[CH2:11][NH:8]1. The catalyst class is: 135. (7) Reactant: Br[C:2]1[CH:3]=[C:4]([O:11][CH3:12])[C:5]2[N:6]([N:8]=[CH:9][CH:10]=2)[CH:7]=1.[CH3:13][N:14]1[CH:18]=[C:17](B2OC(C)(C)C(C)(C)O2)[CH:16]=[N:15]1.C(=O)([O-])[O-].[Na+].[Na+]. Product: [CH3:12][O:11][C:4]1[C:5]2[N:6]([N:8]=[CH:9][CH:10]=2)[CH:7]=[C:2]([C:17]2[CH:16]=[N:15][N:14]([CH3:13])[CH:18]=2)[CH:3]=1. The catalyst class is: 70.